From a dataset of Forward reaction prediction with 1.9M reactions from USPTO patents (1976-2016). Predict the product of the given reaction. (1) Given the reactants [C:1]([C:3]1[CH:8]=[CH:7][C:6]([C@@H:9]2[C:14]([C:15]#[N:16])=[C:13]([CH3:17])[N:12]([C:18]3[CH:23]=[CH:22][CH:21]=[C:20]([C:24]([F:27])([F:26])[F:25])[CH:19]=3)[C:11](=[O:28])[NH:10]2)=[C:5]([S:29]([CH3:31])=[O:30])[CH:4]=1)#[N:2].[C:32](C1C=CC([C@@H]2C(C#N)=C(C)N(C3C=CC=C(C(F)(F)F)C=3)C(=O)N2)=C([S@](C)=O)C=1)#N.C[Si](C)(C)[N-][Si](C)(C)C.[Li+].IC, predict the reaction product. The product is: [C:1]([C:3]1[CH:8]=[CH:7][C:6]([C@@H:9]2[C:14]([C:15]#[N:16])=[C:13]([CH3:17])[N:12]([C:18]3[CH:23]=[CH:22][CH:21]=[C:20]([C:24]([F:27])([F:26])[F:25])[CH:19]=3)[C:11](=[O:28])[N:10]2[CH3:32])=[C:5]([S@:29]([CH3:31])=[O:30])[CH:4]=1)#[N:2]. (2) Given the reactants O[CH2:2][CH2:3][N:4]([CH2:17][CH2:18][C:19]1[CH:24]=[CH:23][CH:22]=[CH:21][CH:20]=1)[C:5]([NH:7][CH2:8][CH2:9][CH2:10][C:11]1[CH:16]=[CH:15][N:14]=[CH:13][CH:12]=1)=[S:6].C1(P(C2C=CC=CC=2)C2C=CC=CC=2)C=CC=CC=1.N(C(OC(C)C)=O)=NC(OC(C)C)=O.C(OCC)(=O)C, predict the reaction product. The product is: [CH2:17]([N:4]1[CH2:3][CH2:2][N:7]([CH2:8][CH2:9][CH2:10][C:11]2[CH:16]=[CH:15][N:14]=[CH:13][CH:12]=2)[C:5]1=[S:6])[CH2:18][C:19]1[CH:24]=[CH:23][CH:22]=[CH:21][CH:20]=1. (3) Given the reactants C(OC([NH:8][CH2:9][CH2:10][CH2:11][N:12]1[C:16]2[CH:17]=[CH:18][C:19]([C:21]([OH:23])=O)=[CH:20][C:15]=2[N:14]=[C:13]1[CH2:24][CH3:25])=O)(C)(C)C.[NH2:26][C:27]1[S:28][CH:29]=[C:30]([C:32]2[CH:37]=[CH:36][CH:35]=[CH:34][N:33]=2)[N:31]=1, predict the reaction product. The product is: [N:33]1[CH:34]=[CH:35][CH:36]=[CH:37][C:32]=1[C:30]1[N:31]=[C:27]([NH:26][C:21]([C:19]2[CH:18]=[CH:17][C:16]3[N:12]([CH2:11][CH2:10][CH2:9][NH2:8])[C:13]([CH2:24][CH3:25])=[N:14][C:15]=3[CH:20]=2)=[O:23])[S:28][CH:29]=1. (4) Given the reactants C(=[N:14][NH2:15])(C1C=CC=CC=1)C1C=CC=CC=1.CC(C)([O-])C.[K+].[Br:22][C:23]1[CH:24]=[CH:25][C:26](F)=[C:27]([C:29]([C:31]2[CH:36]=[C:35]([CH:37]([CH3:39])[CH3:38])[CH:34]=[C:33]([CH:40]([CH3:42])[CH3:41])[C:32]=2[O:43][CH2:44][CH3:45])=O)[CH:28]=1, predict the reaction product. The product is: [Br:22][C:23]1[CH:28]=[C:27]2[C:26](=[CH:25][CH:24]=1)[NH:15][N:14]=[C:29]2[C:31]1[CH:36]=[C:35]([CH:37]([CH3:39])[CH3:38])[CH:34]=[C:33]([CH:40]([CH3:42])[CH3:41])[C:32]=1[O:43][CH2:44][CH3:45].